From a dataset of Full USPTO retrosynthesis dataset with 1.9M reactions from patents (1976-2016). Predict the reactants needed to synthesize the given product. (1) Given the product [CH3:11][N:10]1[C:3]2[CH:4]=[C:5]([C:6]#[N:7])[CH:8]=[CH:9][C:2]=2[N:1]=[C:27]1[NH:12][C:13]1[S:14][C:15]2[CH:21]=[C:20]([O:22][C:23]([F:26])([F:24])[F:25])[CH:19]=[CH:18][C:16]=2[N:17]=1, predict the reactants needed to synthesize it. The reactants are: [NH2:1][C:2]1[CH:9]=[CH:8][C:5]([C:6]#[N:7])=[CH:4][C:3]=1[NH:10][CH3:11].[NH2:12][C:13]1[S:14][C:15]2[CH:21]=[C:20]([O:22][C:23]([F:26])([F:25])[F:24])[CH:19]=[CH:18][C:16]=2[N:17]=1.[C:27](N1C=CN=C1)(N1C=CN=C1)=S. (2) Given the product [NH2:5][C:4]1[CH:3]=[C:2]([S:62][CH2:63][CH2:64][OH:65])[CH:8]=[C:7]([O:9][CH3:10])[CH:6]=1, predict the reactants needed to synthesize it. The reactants are: Br[C:2]1[CH:3]=[C:4]([CH:6]=[C:7]([O:9][CH3:10])[CH:8]=1)[NH2:5].CC1(C)C2C(=C(P(C3C=CC=CC=3)C3C=CC=CC=3)C=CC=2)OC2C(P(C3C=CC=CC=3)C3C=CC=CC=3)=CC=CC1=2.CCN(C(C)C)C(C)C.[SH:62][CH2:63][CH2:64][OH:65]. (3) The reactants are: Br[CH:2]1[C:11]2[C:6](=[N:7][C:8]([C:18]3[CH:23]=[CH:22][CH:21]=[CH:20][CH:19]=3)=[C:9]([C:12]3[CH:17]=[CH:16][CH:15]=[CH:14][CH:13]=3)[N:10]=2)[N:5]([C:24]([O:26][C:27]([CH3:30])([CH3:29])[CH3:28])=[O:25])[CH2:4][CH2:3]1.[CH3:31][OH:32]. Given the product [CH3:31][O:32][CH:2]1[C:11]2[C:6](=[N:7][C:8]([C:18]3[CH:23]=[CH:22][CH:21]=[CH:20][CH:19]=3)=[C:9]([C:12]3[CH:17]=[CH:16][CH:15]=[CH:14][CH:13]=3)[N:10]=2)[N:5]([C:24]([O:26][C:27]([CH3:30])([CH3:29])[CH3:28])=[O:25])[CH2:4][CH2:3]1, predict the reactants needed to synthesize it. (4) Given the product [Cl:21][C:11]1[CH:12]=[C:13]2[C:8](=[C:9]([CH3:22])[CH:10]=1)[N:7]=[C:6]([CH:23]1[CH2:25][CH2:24]1)[C:5]([C:3]([OH:4])=[O:2])=[C:14]2[C:15]1[CH:20]=[CH:19][CH:18]=[CH:17][CH:16]=1, predict the reactants needed to synthesize it. The reactants are: C[O:2][C:3]([C:5]1[C:6]([CH:23]2[CH2:25][CH2:24]2)=[N:7][C:8]2[C:13]([C:14]=1[C:15]1[CH:20]=[CH:19][CH:18]=[CH:17][CH:16]=1)=[CH:12][C:11]([Cl:21])=[CH:10][C:9]=2[CH3:22])=[O:4].[OH-].[K+]. (5) Given the product [CH3:6][C:5]([Si:2]([CH3:4])([CH3:3])[O:9][C@H:10]1[CH2:11][CH2:12][C@H:13]([C:16]([O:18][CH2:19][CH3:20])=[O:17])[CH2:14][CH2:15]1)([CH3:8])[CH3:7], predict the reactants needed to synthesize it. The reactants are: Cl[Si:2]([C:5]([CH3:8])([CH3:7])[CH3:6])([CH3:4])[CH3:3].[OH:9][CH:10]1[CH2:15][CH2:14][CH:13]([C:16]([O:18][CH2:19][CH3:20])=[O:17])[CH2:12][CH2:11]1.N1C=CN=C1.C(O)(=O)CC(CC(O)=O)(C(O)=O)O. (6) Given the product [NH2:1][C@H:2]1[CH2:7][CH2:6][C@H:5]([NH:8][C:9]2[CH:10]=[C:11]([NH:19][C:20]3[CH:21]=[CH:22][C:23]([O:26][CH2:27][CH3:28])=[CH:24][CH:25]=3)[C:12]3[N:13]([CH:15]=[CH:16][N:17]=3)[N:14]=2)[CH2:4][CH2:3]1, predict the reactants needed to synthesize it. The reactants are: [NH2:1][CH:2]1[CH2:7][CH2:6][CH:5]([NH:8][C:9]2[CH:10]=[C:11]([NH:19][C:20]3[CH:25]=[CH:24][C:23]([O:26][CH2:27][CH3:28])=[CH:22][CH:21]=3)[C:12]3[N:13]([C:15](Cl)=[CH:16][N:17]=3)[N:14]=2)[CH2:4][CH2:3]1.NC1CCC(NC2C=C(NC3C=CC(OCC)=CC=3)C3N(C(Cl)=C(Cl)N=3)N=2)CC1.